This data is from Full USPTO retrosynthesis dataset with 1.9M reactions from patents (1976-2016). The task is: Predict the reactants needed to synthesize the given product. Given the product [CH2:32]([O:31][C:5]1[N:6]([C:16]2[CH:21]=[CH:20][C:19]([O:22][CH2:23][C:24]([F:30])([F:29])[C:25]([F:26])([F:28])[F:27])=[CH:18][CH:17]=2)[C:7](=[O:15])[C:8]2[CH2:13][C:12](=[O:14])[NH:11][C:9]=2[N:10]=1)[CH3:33], predict the reactants needed to synthesize it. The reactants are: C(S([C:5]1[N:6]([C:16]2[CH:21]=[CH:20][C:19]([O:22][CH2:23][C:24]([F:30])([F:29])[C:25]([F:28])([F:27])[F:26])=[CH:18][CH:17]=2)[C:7](=[O:15])[C:8]2[CH2:13][C:12](=[O:14])[NH:11][C:9]=2[N:10]=1)=O)C.[O-:31][CH2:32][CH3:33].[Na+].C(O)C.C(O)C.